This data is from Full USPTO retrosynthesis dataset with 1.9M reactions from patents (1976-2016). The task is: Predict the reactants needed to synthesize the given product. (1) The reactants are: [C:1]([C:3]1[CH:8]=[CH:7][C:6]([N:9]2[CH2:14][CH2:13][CH2:12][C@H:11]([NH:15][C@@H:16]3[CH2:21][CH2:20][CH2:19][CH2:18][C@H:17]3[NH:22]C(=O)CC3C4C(=CC=CC=4)N(C)C=3)[CH2:10]2)=[CH:5][CH:4]=1)#[N:2].[C:36](Cl)(=[O:47])[O:37][CH2:38][C:39]1[CH:44]=[CH:43][C:42]([CH3:45])=[CH:41][C:40]=1[Cl:46]. Given the product [C:1]([C:3]1[CH:8]=[CH:7][C:6]([N:9]2[CH2:14][CH2:13][CH2:12][C@H:11]([NH:15][C@@H:16]3[CH2:21][CH2:20][CH2:19][CH2:18][C@H:17]3[NH:22][C:36](=[O:47])[O:37][CH2:38][C:39]3[CH:44]=[CH:43][C:42]([CH3:45])=[CH:41][C:40]=3[Cl:46])[CH2:10]2)=[CH:5][CH:4]=1)#[N:2], predict the reactants needed to synthesize it. (2) Given the product [C:9]1([C:15]2[CH:23]=[CH:22][C:18]([C:19]([O-:21])=[O:20])=[C:17]([NH:24][C:25]([C:27]3[CH:28]=[N:29][C:30]([C:33]4[CH:34]=[CH:35][N:36]=[CH:37][CH:38]=4)=[CH:31][CH:32]=3)=[O:26])[CH:16]=2)[CH:10]=[CH:11][CH:12]=[CH:13][CH:14]=1.[Na+:8], predict the reactants needed to synthesize it. The reactants are: O1CCOCC1.[OH-].[Na+:8].[C:9]1([C:15]2[CH:23]=[CH:22][C:18]([C:19]([OH:21])=[O:20])=[C:17]([NH:24][C:25]([C:27]3[CH:28]=[N:29][C:30]([C:33]4[CH:38]=[CH:37][N:36]=[CH:35][CH:34]=4)=[CH:31][CH:32]=3)=[O:26])[CH:16]=2)[CH:14]=[CH:13][CH:12]=[CH:11][CH:10]=1. (3) The reactants are: [Br:1][C:2]1[CH:25]=[N:24][C:5]2=[N:6][C:7]([N:11]3[CH2:16][CH2:15][N:14]([C:17]([O:19][C:20]([CH3:23])([CH3:22])[CH3:21])=[O:18])[CH2:13][CH2:12]3)=[C:8](Cl)[N:9]=[C:4]2[CH:3]=1.O.[NH2:27][NH2:28]. Given the product [Br:1][C:2]1[CH:25]=[N:24][C:5]2=[N:6][C:7]([N:11]3[CH2:16][CH2:15][N:14]([C:17]([O:19][C:20]([CH3:23])([CH3:22])[CH3:21])=[O:18])[CH2:13][CH2:12]3)=[C:8]([NH:27][NH2:28])[N:9]=[C:4]2[CH:3]=1, predict the reactants needed to synthesize it. (4) Given the product [Br:7][C:8]1[C:9]([O:18][CH3:19])=[C:10]([C:14]([F:17])=[CH:15][CH:16]=1)[C:11]([NH2:21])=[O:12], predict the reactants needed to synthesize it. The reactants are: C(Cl)(=O)C(Cl)=O.[Br:7][C:8]1[C:9]([O:18][CH3:19])=[C:10]([C:14]([F:17])=[CH:15][CH:16]=1)[C:11](O)=[O:12].C[N:21](C=O)C.